From a dataset of Catalyst prediction with 721,799 reactions and 888 catalyst types from USPTO. Predict which catalyst facilitates the given reaction. (1) Reactant: P(=O)(O)(O)O.N(CCO)(CCO)CCO.CO[CH:18]([O:24]C)[C:19]([CH3:23])=[CH:20][CH2:21][CH3:22].[CH3:26][C:27]([CH3:31])=[CH:28][CH2:29]O. Product: [CH3:23][C:19](=[CH:20][CH:21]([CH3:22])[CH2:29][CH:28]=[C:27]([CH3:31])[CH3:26])[CH:18]=[O:24]. The catalyst class is: 15. (2) Reactant: [NH2:1][C:2]1[C:7]([S:8]([NH:11][C:12]([C:14]2[C:15]([N:21]3[CH2:25][C@@H:24]([CH3:26])[CH2:23][C:22]3([CH3:28])[CH3:27])=[N:16][C:17](Cl)=[CH:18][CH:19]=2)=[O:13])(=[O:10])=[O:9])=[CH:6][CH:5]=[CH:4][N:3]=1.[F:29][C:30]1[N:35]=[C:34](B(O)O)[CH:33]=[CH:32][CH:31]=1.ClCCl.C([O-])([O-])=O.[Na+].[Na+]. Product: [NH2:1][C:2]1[C:7]([S:8]([NH:11][C:12]([C:14]2[C:15]([N:21]3[CH2:25][C@@H:24]([CH3:26])[CH2:23][C:22]3([CH3:28])[CH3:27])=[N:16][C:17]([C:34]3[CH:33]=[CH:32][CH:31]=[C:30]([F:29])[N:35]=3)=[CH:18][CH:19]=2)=[O:13])(=[O:10])=[O:9])=[CH:6][CH:5]=[CH:4][N:3]=1. The catalyst class is: 710. (3) Reactant: [CH3:1][O:2][C:3]1[CH:19]=[CH:18][C:6]([CH2:7][O:8][C:9]2[CH:17]=[CH:16][C:12]([C:13]([OH:15])=[O:14])=[CH:11][N:10]=2)=[CH:5][CH:4]=1.[C:20](=O)([O-])[O-].[K+].[K+].CI.O. Product: [CH3:1][O:2][C:3]1[CH:4]=[CH:5][C:6]([CH2:7][O:8][C:9]2[CH:17]=[CH:16][C:12]([C:13]([O:15][CH3:20])=[O:14])=[CH:11][N:10]=2)=[CH:18][CH:19]=1. The catalyst class is: 3. (4) Reactant: [NH2:1][C:2]1[C:3]([C:26]#[N:27])=[C:4]([CH:23]=[CH:24][CH:25]=1)[O:5][CH2:6][C:7]1([C:14]([NH:16][CH:17]2[CH2:22][CH2:21][CH2:20][CH2:19][CH2:18]2)=[O:15])[CH2:12][CH2:11][CH2:10][NH:9][C:8]1=[O:13].[NH2:28][OH:29]. Product: [NH2:1][C:2]1[C:3]([C:26](=[NH:27])[NH:28][OH:29])=[C:4]([CH:23]=[CH:24][CH:25]=1)[O:5][CH2:6][C:7]1([C:14]([NH:16][CH:17]2[CH2:22][CH2:21][CH2:20][CH2:19][CH2:18]2)=[O:15])[CH2:12][CH2:11][CH2:10][NH:9][C:8]1=[O:13]. The catalyst class is: 8. (5) Reactant: [O:1]=[C:2]1[NH:7][C:6]2[CH:8]=[C:9]([C:12](OC)=[O:13])[CH:10]=[N:11][C:5]=2[N:4]2[CH2:16][CH2:17][O:18][CH2:19][CH:3]12.[H-].[Na+].[H-].[Al+3].[Li+].[H-].[H-].[H-].CO. Product: [OH:13][CH2:12][C:9]1[CH:10]=[N:11][C:5]2[N:4]3[CH2:16][CH2:17][O:18][CH2:19][CH:3]3[C:2](=[O:1])[NH:7][C:6]=2[CH:8]=1. The catalyst class is: 253. (6) Reactant: [ClH:1].[F:2][C:3]1[CH:18]=[CH:17][C:6]2[N:7]=[C:8]([NH:10][C:11]3[C:15]([CH3:16])=[CH:14][S:13][CH:12]=3)[NH:9][C:5]=2[CH:4]=1.[Br:19]N1C(=O)CCC1=O. Product: [ClH:1].[Br:19][C:12]1[S:13][CH:14]=[C:15]([CH3:16])[C:11]=1[NH:10][C:8]1[NH:7][C:6]2[CH:17]=[CH:18][C:3]([F:2])=[CH:4][C:5]=2[N:9]=1. The catalyst class is: 15.